Dataset: Reaction yield outcomes from USPTO patents with 853,638 reactions. Task: Predict the reaction yield, written as a fraction of the theoretical maximum amount of product (1.0 means a 100% yield; for example, 0.34 means a 34% yield). (1) The reactants are Cl[CH2:2][CH2:3][CH2:4][N:5]1[C:10]2[CH:11]=[CH:12][C:13]([F:16])=[C:14]([F:15])[C:9]=2[O:8][CH2:7][C:6]1=[O:17].C([O-])([O-])=O.[K+].[K+].[Na+].[I-].[CH2:26]([CH:30]1[CH2:35][CH2:34][NH:33][CH2:32][CH2:31]1)[CH2:27][CH2:28][CH3:29]. The catalyst is CCCCCCC.CCOC(C)=O. The product is [CH2:26]([CH:30]1[CH2:35][CH2:34][N:33]([CH2:2][CH2:3][CH2:4][N:5]2[C:10]3[CH:11]=[CH:12][C:13]([F:16])=[C:14]([F:15])[C:9]=3[O:8][CH2:7][C:6]2=[O:17])[CH2:32][CH2:31]1)[CH2:27][CH2:28][CH3:29]. The yield is 0.650. (2) The reactants are [I:1][C:2]1[CH:8]=[CH:7][C:5]([NH2:6])=[CH:4][CH:3]=1.[Br:9][CH2:10][C:11](Br)=[O:12].C(N(CC)CC)C. The catalyst is ClCCl. The product is [Br:9][CH2:10][C:11]([NH:6][C:5]1[CH:7]=[CH:8][C:2]([I:1])=[CH:3][CH:4]=1)=[O:12]. The yield is 0.600. (3) The reactants are [C:1]([O:5][C:6]([N:8]1[CH2:11][CH:10]([O:12][C:13]2[C:14]3[CH2:22][N:21](CC4C=CC=CC=4)[CH2:20][CH2:19][C:15]=3[N:16]=[CH:17][N:18]=2)[CH2:9]1)=[O:7])([CH3:4])([CH3:3])[CH3:2].C([O-])=O.[NH4+]. The catalyst is CO.[OH-].[OH-].[Pd+2]. The product is [C:1]([O:5][C:6]([N:8]1[CH2:11][CH:10]([O:12][C:13]2[C:14]3[CH2:22][NH:21][CH2:20][CH2:19][C:15]=3[N:16]=[CH:17][N:18]=2)[CH2:9]1)=[O:7])([CH3:4])([CH3:2])[CH3:3]. The yield is 0.670. (4) The product is [CH3:35][Si:33]([CH3:34])([CH3:36])[CH2:32][CH2:31][O:30][CH2:29][N:26]1[C:22]2[N:23]=[CH:24][N:25]=[C:20]([C:18]3[CH:17]=[N:16][N:15]([C:4]4([CH2:3][C:1]#[N:2])[CH2:5][NH:6][CH2:7]4)[CH:19]=3)[C:21]=2[CH:28]=[CH:27]1. The catalyst is ClCCl. The yield is 0.856. The reactants are [C:1]([CH2:3][C:4]1([N:15]2[CH:19]=[C:18]([C:20]3[C:21]4[CH:28]=[CH:27][N:26]([CH2:29][O:30][CH2:31][CH2:32][Si:33]([CH3:36])([CH3:35])[CH3:34])[C:22]=4[N:23]=[CH:24][N:25]=3)[CH:17]=[N:16]2)[CH2:7][N:6](C(OC(C)(C)C)=O)[CH2:5]1)#[N:2].Cl.O1CCOCC1. (5) The reactants are [CH2:1]([O:3][CH:4]([O:19][CH2:20][CH3:21])[C@@H:5]([NH:7][CH2:8][C:9]1[CH:10]=[CH:11][CH:12]=[C:13]2[C:18]=1[N:17]=[CH:16][CH:15]=[CH:14]2)[CH3:6])[CH3:2].[CH:22]1[C:34]2[CH:33]([CH2:35][O:36][C:37]([NH:39][C@@H:40]([CH2:44][C:45]3[CH:50]=[CH:49][C:48]([O:51][C:52]([CH3:55])([CH3:54])[CH3:53])=[CH:47][CH:46]=3)[C:41](O)=[O:42])=[O:38])[C:32]3[C:27](=[CH:28][CH:29]=[CH:30][CH:31]=3)[C:26]=2[CH:25]=[CH:24][CH:23]=1. No catalyst specified. The product is [C:52]([O:51][C:48]1[CH:47]=[CH:46][C:45]([CH2:44][C@H:40]([NH:39][C:37](=[O:38])[O:36][CH2:35][CH:33]2[C:34]3[CH:22]=[CH:23][CH:24]=[CH:25][C:26]=3[C:27]3[C:32]2=[CH:31][CH:30]=[CH:29][CH:28]=3)[C:41]([N:7]([C@@H:5]([CH3:6])[CH:4]([O:19][CH2:20][CH3:21])[O:3][CH2:1][CH3:2])[CH2:8][C:9]2[CH:10]=[CH:11][CH:12]=[C:13]3[C:18]=2[N:17]=[CH:16][CH:15]=[CH:14]3)=[O:42])=[CH:50][CH:49]=1)([CH3:55])([CH3:53])[CH3:54]. The yield is 0.680. (6) The reactants are [O:1]1[CH:5]=[CH:4][CH:3]=[C:2]1[C:6]1[CH:11]=[C:10]([O:12][CH3:13])[C:9]([OH:14])=[C:8]([O:15][CH3:16])[CH:7]=1.C([O-])([O-])=O.[Cs+].[Cs+].I[CH2:24][CH3:25].Cl. The catalyst is CN(C=O)C.O.CCOC(C)=O. The product is [CH2:24]([O:14][C:9]1[C:8]([O:15][CH3:16])=[CH:7][C:6]([C:2]2[O:1][CH:5]=[CH:4][CH:3]=2)=[CH:11][C:10]=1[O:12][CH3:13])[CH3:25]. The yield is 0.920. (7) The reactants are C(O[C:6](=O)[N:7]([CH2:9][CH:10]1[CH2:14][CH2:13][N:12]([CH:15]([C:22]2[CH:27]=[CH:26][CH:25]=[CH:24][CH:23]=2)[C:16]2[CH:21]=[CH:20][CH:19]=[CH:18][CH:17]=2)[CH2:11]1)C)(C)(C)C.C(O)(C(F)(F)F)=O. The catalyst is C(Cl)Cl. The product is [CH:15]([N:12]1[CH2:13][CH2:14][CH:10]([CH2:9][NH:7][CH3:6])[CH2:11]1)([C:22]1[CH:27]=[CH:26][CH:25]=[CH:24][CH:23]=1)[C:16]1[CH:17]=[CH:18][CH:19]=[CH:20][CH:21]=1. The yield is 1.00.